This data is from Forward reaction prediction with 1.9M reactions from USPTO patents (1976-2016). The task is: Predict the product of the given reaction. (1) Given the reactants C1C(=O)N([Br:8])C(=O)C1.[Br:9][C:10]1[CH:11]=[C:12]2[C:17](=[CH:18][CH:19]=1)[N:16]=[C:15]([C:20]([O:22]CC)=[CH2:21])[CH:14]=[N:13]2, predict the reaction product. The product is: [Br:8][CH2:22][C:20]([C:15]1[CH:14]=[N:13][C:12]2[C:17](=[CH:18][CH:19]=[C:10]([Br:9])[CH:11]=2)[N:16]=1)=[O:21]. (2) Given the reactants FC(F)(F)C(O)=O.[CH3:8][S:9]([C:11]1[CH:16]=[C:15]([C:17]2[S:18][C:19]3[CH:27]=[CH:26][CH:25]=[CH:24][C:20]=3[C:21](=[O:23])[N:22]=2)[N:14]=[C:13]([CH2:28][CH2:29][C:30]([O:32]C(C)(C)C)=[O:31])[CH:12]=1)=[O:10].C(OC(C)C)(C)C, predict the reaction product. The product is: [CH3:8][S:9]([C:11]1[CH:16]=[C:15]([C:17]2[S:18][C:19]3[CH:27]=[CH:26][CH:25]=[CH:24][C:20]=3[C:21](=[O:23])[N:22]=2)[N:14]=[C:13]([CH2:28][CH2:29][C:30]([OH:32])=[O:31])[CH:12]=1)=[O:10]. (3) Given the reactants Br[CH2:2][C:3]1[N:4]([CH3:15])/[C:5](=[N:13]/[CH3:14])/[S:6][C:7]=1[C:8]([O:10][CH2:11][CH3:12])=[O:9].[NH2:16][CH:17]1[CH2:22][CH2:21][N:20]([C:23]([O:25][CH2:26][C:27]2[CH:32]=[CH:31][CH:30]=[CH:29][CH:28]=2)=[O:24])[CH2:19][CH2:18]1.C(=O)([O-])[O-].[K+].[K+], predict the reaction product. The product is: [CH2:11]([O:10][C:8]([C:7]1[S:6]/[C:5](=[N:13]\[CH3:14])/[N:4]([CH3:15])[C:3]=1[CH2:2][NH:16][CH:17]1[CH2:18][CH2:19][N:20]([C:23]([O:25][CH2:26][C:27]2[CH:32]=[CH:31][CH:30]=[CH:29][CH:28]=2)=[O:24])[CH2:21][CH2:22]1)=[O:9])[CH3:12]. (4) Given the reactants [C:1]([O:5][C:6]([NH:8][C@@H:9]([C:14]1[CH:19]=[CH:18][C:17]([F:20])=[C:16]([F:21])[CH:15]=1)[CH2:10][C:11]([OH:13])=O)=[O:7])([CH3:4])([CH3:3])[CH3:2].[CH:22]([N:25]1[C:30](=[O:31])[CH2:29][C:28](=[O:32])[NH:27][C:26]1=[O:33])([CH3:24])[CH3:23].C(N(CC)CC)C.CCN=C=NCCCN(C)C.C1C=CC2N(O)N=NC=2C=1, predict the reaction product. The product is: [F:21][C:16]1[CH:15]=[C:14]([C@H:9]([NH:8][C:6](=[O:7])[O:5][C:1]([CH3:2])([CH3:3])[CH3:4])[CH2:10][C:11]([CH:29]2[C:30](=[O:31])[N:25]([CH:22]([CH3:23])[CH3:24])[C:26](=[O:33])[NH:27][C:28]2=[O:32])=[O:13])[CH:19]=[CH:18][C:17]=1[F:20]. (5) Given the reactants [F:1][C:2]([F:27])([F:26])[O:3][C:4]1[CH:9]=[CH:8][CH:7]=[CH:6][C:5]=1[C:10]1[CH:15]=[CH:14][CH:13]=[C:12]([C:16]2[CH:20]=[C:19]([C:21]([O:23]CC)=O)[NH:18][N:17]=2)[CH:11]=1.[NH3:28], predict the reaction product. The product is: [F:27][C:2]([F:26])([F:1])[O:3][C:4]1[CH:9]=[CH:8][CH:7]=[CH:6][C:5]=1[C:10]1[CH:15]=[CH:14][CH:13]=[C:12]([C:16]2[CH:20]=[C:19]([C:21]([NH2:28])=[O:23])[NH:18][N:17]=2)[CH:11]=1. (6) Given the reactants [Cl:1][C:2]1[CH:7]=[CH:6][CH:5]=[CH:4][C:3]=1[CH:8]([C:20]1[CH:32]=[CH:31][C:23]([C:24]([NH:26][CH:27]2[CH2:30][O:29][CH2:28]2)=[O:25])=[C:22]([F:33])[CH:21]=1)[CH2:9][C:10]([C:12]1[CH:17]=[CH:16][C:15](=[O:18])[N:14]([CH3:19])[CH:13]=1)=O.Cl.[NH2:35][OH:36].C([O-])(O)=O.[Na+], predict the reaction product. The product is: [Cl:1][C:2]1[CH:7]=[CH:6][CH:5]=[CH:4][C:3]=1[CH:8]([C:20]1[CH:32]=[CH:31][C:23]([C:24]([NH:26][CH:27]2[CH2:30][O:29][CH2:28]2)=[O:25])=[C:22]([F:33])[CH:21]=1)[CH2:9]/[C:10](=[N:35]\[OH:36])/[C:12]1[CH:17]=[CH:16][C:15](=[O:18])[N:14]([CH3:19])[CH:13]=1. (7) Given the reactants [Cl:1][C:2]1[C:3]2[N:4]([C:8]([CH:12]3[CH2:15][C:14](=[O:16])[CH2:13]3)=[N:9][C:10]=2[I:11])[CH:5]=[CH:6][N:7]=1.[BH4-].[Na+], predict the reaction product. The product is: [Cl:1][C:2]1[C:3]2[N:4]([C:8]([CH:12]3[CH2:13][CH:14]([OH:16])[CH2:15]3)=[N:9][C:10]=2[I:11])[CH:5]=[CH:6][N:7]=1. (8) Given the reactants Cl.[NH:2]1[CH2:6][CH2:5][C@@H:4]([NH:7][C:8]([C:10]2[S:11][C:12]([Cl:15])=[CH:13][CH:14]=2)=[O:9])[CH2:3]1.[CH2:16]([O:18][C:19](=[O:23])[CH:20](Br)[CH3:21])[CH3:17], predict the reaction product. The product is: [CH2:16]([O:18][C:19](=[O:23])[CH:20]([N:2]1[CH2:6][CH2:5][C@@H:4]([NH:7][C:8]([C:10]2[S:11][C:12]([Cl:15])=[CH:13][CH:14]=2)=[O:9])[CH2:3]1)[CH3:21])[CH3:17]. (9) Given the reactants [F:1][C:2]1[CH:11]=[CH:10][CH:9]=[CH:8][C:3]=1[C:4]([O:6]C)=O.C[Si]([N-][Si](C)(C)C)(C)C.[Na+].[Cl:22][C:23]1[CH:28]=[CH:27][C:26]([CH2:29]C(O)=O)=[C:25]([F:33])[CH:24]=1, predict the reaction product. The product is: [Cl:22][C:23]1[CH:28]=[CH:27][C:26]([CH2:29][C:4]([C:3]2[CH:8]=[CH:9][CH:10]=[CH:11][C:2]=2[F:1])=[O:6])=[C:25]([F:33])[CH:24]=1. (10) Given the reactants [CH2:1]([N:7]([CH2:21][CH2:22][CH2:23][CH2:24][CH2:25][CH3:26])[C:8]([C:10]1[C:11](=[O:20])[NH:12][C:13]2[C:18]([CH:19]=1)=[CH:17][CH:16]=[CH:15][CH:14]=2)=[O:9])[CH2:2][CH2:3][CH2:4][CH2:5][CH3:6].[H-].[Na+].[N:29]1[CH:34]=[CH:33][CH:32]=[C:31]([CH2:35]Cl)[CH:30]=1.O, predict the reaction product. The product is: [CH2:21]([N:7]([CH2:1][CH2:2][CH2:3][CH2:4][CH2:5][CH3:6])[C:8]([C:10]1[C:11](=[O:20])[N:12]([CH2:35][C:31]2[CH:30]=[N:29][CH:34]=[CH:33][CH:32]=2)[C:13]2[C:18]([CH:19]=1)=[CH:17][CH:16]=[CH:15][CH:14]=2)=[O:9])[CH2:22][CH2:23][CH2:24][CH2:25][CH3:26].